Task: Predict which catalyst facilitates the given reaction.. Dataset: Catalyst prediction with 721,799 reactions and 888 catalyst types from USPTO (1) Reactant: C([O-])([O-])=O.[Cs+].[Cs+].[Br:7][C:8]1[CH:13]=[CH:12][C:11]([C:14]2[C:18]3[CH2:19][N:20]([C:23](=[O:25])[CH3:24])[CH2:21][CH2:22][C:17]=3[NH:16][N:15]=2)=[CH:10][CH:9]=1.[CH2:26]([CH:28]1[O:30][CH2:29]1)Cl. Product: [Br:7][C:8]1[CH:9]=[CH:10][C:11]([C:14]2[C:18]3[CH2:19][N:20]([C:23](=[O:25])[CH3:24])[CH2:21][CH2:22][C:17]=3[N:16]([CH2:26][CH:28]3[CH2:29][O:30]3)[N:15]=2)=[CH:12][CH:13]=1. The catalyst class is: 31. (2) Reactant: [Br:1][C:2]1[CH:9]=[CH:8][C:7]([F:10])=[CH:6][C:3]=1[CH2:4]Br.C([O-])([O-])=[O:12].[Ca+2]. Product: [Br:1][C:2]1[CH:9]=[CH:8][C:7]([F:10])=[CH:6][C:3]=1[CH2:4][OH:12]. The catalyst class is: 38. (3) Reactant: [F:1][C:2]1[CH:7]=[CH:6][CH:5]=[CH:4][C:3]=1[N:8]1[CH2:13][CH2:12][N:11]([C:14]2[NH:15][C:16](=[O:31])[C:17]3[CH:22]=[CH:21][N:20]([CH2:23][O:24]CC[Si](C)(C)C)[C:18]=3[N:19]=2)[CH2:10][CH2:9]1.FC(F)(F)C(O)=O. Product: [F:1][C:2]1[CH:7]=[CH:6][CH:5]=[CH:4][C:3]=1[N:8]1[CH2:9][CH2:10][N:11]([C:14]2[NH:15][C:16](=[O:31])[C:17]3[CH:22]=[CH:21][N:20]([CH2:23][OH:24])[C:18]=3[N:19]=2)[CH2:12][CH2:13]1. The catalyst class is: 2. (4) Reactant: C[O:2][C:3](=[O:34])[CH2:4][O:5][C:6]1[CH:11]=[CH:10][C:9]([S:12][CH2:13][C:14]([O:30][CH2:31][CH3:32])=[C:15]([C:23]2[CH:28]=[CH:27][C:26]([Br:29])=[CH:25][CH:24]=2)[C:16]2[CH:21]=[CH:20][C:19]([Br:22])=[CH:18][CH:17]=2)=[CH:8][C:7]=1[CH3:33].[OH-].[Na+].Cl. Product: [Br:29][C:26]1[CH:25]=[CH:24][C:23]([C:15]([C:16]2[CH:21]=[CH:20][C:19]([Br:22])=[CH:18][CH:17]=2)=[C:14]([O:30][CH2:31][CH3:32])[CH2:13][S:12][C:9]2[CH:10]=[CH:11][C:6]([O:5][CH2:4][C:3]([OH:34])=[O:2])=[C:7]([CH3:33])[CH:8]=2)=[CH:28][CH:27]=1. The catalyst class is: 8. (5) Reactant: [F:1][C:2]1[CH:3]=[C:4]([CH:39]=[CH:40][CH:41]=1)[C:5](/[N:7]=[C:8]1/[N:9]([C@@H:30]2[CH2:35][CH2:34][C@H:33]([C:36](O)=[O:37])[CH2:32][CH2:31]2)[C:10]2[CH:15]=[C:14]([O:16][CH2:17][CH2:18][N:19]3[CH2:24][CH2:23][CH:22]([C:25]([OH:28])([CH3:27])[CH3:26])[CH2:21][CH2:20]3)[N:13]=[CH:12][C:11]=2[NH:29]/1)=[O:6].C1N=CN(C(N2C=NC=C2)=O)C=1.Cl.[F:55][C:56]1([F:60])[CH2:59][NH:58][CH2:57]1. Product: [F:55][C:56]1([F:60])[CH2:59][N:58]([C:36]([C@@H:33]2[CH2:34][CH2:35][C@H:30]([N:9]3[C:10]4[CH:15]=[C:14]([O:16][CH2:17][CH2:18][N:19]5[CH2:20][CH2:21][CH:22]([C:25]([OH:28])([CH3:26])[CH3:27])[CH2:23][CH2:24]5)[N:13]=[CH:12][C:11]=4[NH:29]/[C:8]/3=[N:7]\[C:5](=[O:6])[C:4]3[CH:39]=[CH:40][CH:41]=[C:2]([F:1])[CH:3]=3)[CH2:31][CH2:32]2)=[O:37])[CH2:57]1. The catalyst class is: 85. (6) Reactant: [O:1]=[CH:2][C@@H:3]([C@H:5]([C@@H:7]([CH2:9][OH:10])[OH:8])[OH:6])[OH:4].[H][H]. Product: [CH2:2]([OH:1])[C@@H:3]([C@H:5]([C@@H:7]([CH2:9][OH:10])[OH:8])[OH:6])[OH:4]. The catalyst class is: 181.